The task is: Predict which catalyst facilitates the given reaction.. This data is from Catalyst prediction with 721,799 reactions and 888 catalyst types from USPTO. (1) Reactant: [Cl:1][CH2:2][C@H:3]([C:5]1[CH:6]=[N:7][CH:8]=[CH:9][CH:10]=1)[OH:4].COC(C)(C)C. Product: [ClH:1].[Cl:1][CH2:2][C@H:3]([C:5]1[CH:6]=[N:7][CH:8]=[CH:9][CH:10]=1)[OH:4]. The catalyst class is: 209. (2) The catalyst class is: 62. Product: [F:1][C:2]1[N:7]=[C:6]([C:16]2[CH:17]=[CH:18][N:13]=[CH:14][CH:15]=2)[C:5]([O:9][CH2:10][O:11][CH3:12])=[CH:4][CH:3]=1. Reactant: [F:1][C:2]1[N:7]=[C:6](I)[C:5]([O:9][CH2:10][O:11][CH3:12])=[CH:4][CH:3]=1.[N:13]1[CH:18]=[CH:17][C:16](B(O)O)=[CH:15][CH:14]=1.[O-]P([O-])([O-])=O.[K+].[K+].[K+].P(C1CCCCC1)(C1CCCCC1)C1CCCCC1. (3) Reactant: [Br-].C1([PH+](C2C=CC=CC=2)C2C=CC=CC=2)C=CC=CC=1.[CH2:21]([C:31]1[CH:36]=[CH:35][C:34](/[CH:37]=[CH:38]/[CH2:39]O)=[CH:33][CH:32]=1)[CH2:22][CH2:23][CH2:24][CH2:25][CH2:26][CH2:27][CH2:28][CH2:29][CH3:30].[C-:41]#[N:42].[K+]. Product: [CH2:21]([C:31]1[CH:36]=[CH:35][C:34](/[CH:37]=[CH:38]/[CH2:39][C:41]#[N:42])=[CH:33][CH:32]=1)[CH2:22][CH2:23][CH2:24][CH2:25][CH2:26][CH2:27][CH2:28][CH2:29][CH3:30]. The catalyst class is: 96. (4) Reactant: [OH-].[Na+].[CH3:3][C@@:4]1([C:15]([O:17]C)=[O:16])[CH2:8][CH2:7][C@@H:6]([C:9]([O:11]C)=[O:10])[C:5]1([CH3:14])[CH3:13]. Product: [CH3:3][C@@:4]1([C:15]([OH:17])=[O:16])[CH2:8][CH2:7][CH:6]([C:9]([OH:11])=[O:10])[C:5]1([CH3:13])[CH3:14]. The catalyst class is: 5. (5) Reactant: [CH3:1][C:2]1([OH:5])[CH2:4][CH2:3]1.[O:6]=[C:7]1[CH2:11][CH2:10][C:9](=[O:12])[N:8]1[O:13][C:14](=O)[O:15]N1C(=O)CCC1=O.C(N(CC)CC)C. Product: [CH3:1][C:2]1([O:5][C:14](=[O:15])[O:13][N:8]2[C:9](=[O:12])[CH2:10][CH2:11][C:7]2=[O:6])[CH2:4][CH2:3]1. The catalyst class is: 290. (6) Reactant: BrCCCCC(O)=[O:7].C(O)C1C=CC=CC=1.[CH:17]([N:20]=[C:21]=[N:22][CH:23]([CH3:25])[CH3:24])([CH3:19])[CH3:18]. Product: [CH3:18][CH:17]([CH3:19])[N:20]=[C:21]=[N:22][CH:23]([CH3:25])[CH3:24].[NH2:20][C:21]([NH2:22])=[O:7]. The catalyst class is: 172. (7) Reactant: C[O-].[Na+].C([N:7]1[C:15]2[C:10](=[C:11]([CH3:30])[C:12]([O:16][C@@H:17]3[CH2:22][CH2:21][C@H:20]([N:23]4[C:27](=O)[CH2:26][CH2:25][C:24]4=O)[CH2:19][CH2:18]3)=[CH:13][CH:14]=2)[CH:9]=[N:8]1)(=O)C.[Cl-].[NH4+].[H-].[Al+3].[Li+].[H-].[H-].[H-].[OH-].[Na+]. Product: [CH3:30][C:11]1[C:12]([O:16][C@H:17]2[CH2:18][CH2:19][C@@H:20]([N:23]3[CH2:27][CH2:26][CH2:25][CH2:24]3)[CH2:21][CH2:22]2)=[CH:13][CH:14]=[C:15]2[C:10]=1[CH:9]=[N:8][NH:7]2. The catalyst class is: 364. (8) The catalyst class is: 9. Reactant: [CH3:1][C:2]1[CH:11]=[C:10]2[C:5]([CH2:6][CH2:7][C:8](=[O:12])[NH:9]2)=[CH:4][C:3]=1[N+:13]([O-])=O.[H-].[Na+].[CH3:18]I.O. Product: [NH2:13][C:3]1[CH:4]=[C:5]2[C:10](=[CH:11][C:2]=1[CH3:1])[N:9]([CH3:18])[C:8](=[O:12])[CH2:7][CH2:6]2. (9) Reactant: Cl[CH2:2][CH2:3][CH2:4][CH2:5][O:6][C:7]1[CH:11]=[C:10]([CH3:12])[N:9]([C:13]2[CH:18]=[CH:17][C:16]([Cl:19])=[C:15]([Cl:20])[CH:14]=2)[N:8]=1.[NH:21]1[CH2:26][CH2:25][CH2:24][CH2:23][CH2:22]1.C([O-])([O-])=O.[K+].[K+].[Na+].[I-]. Product: [Cl:20][C:15]1[CH:14]=[C:13]([N:9]2[C:10]([CH3:12])=[CH:11][C:7]([O:6][CH2:5][CH2:4][CH2:3][CH2:2][N:21]3[CH2:26][CH2:25][CH2:24][CH2:23][CH2:22]3)=[N:8]2)[CH:18]=[CH:17][C:16]=1[Cl:19]. The catalyst class is: 885. (10) Reactant: [Br-].[CH2:2]([N+:11]1[C:20]2[CH2:19][CH2:18][CH2:17][CH2:16][C:15]=2[CH:14]=[CH:13][CH:12]=1)[C:3]([C:5]1[CH:10]=[CH:9][CH:8]=[CH:7][CH:6]=1)=[O:4].BrCC(C1C=CC=CC=1)=O.[N:31]1C2CCCCC=2[CH:34]=[CH:33][CH:32]=1. Product: [C:3]([C:2]1[N:11]2[C:20]3[CH2:19][CH2:18][CH2:17][CH2:16][C:15]=3[CH:14]=[CH:13][C:12]2=[C:33]([C:32]#[N:31])[CH:34]=1)(=[O:4])[C:5]1[CH:10]=[CH:9][CH:8]=[CH:7][CH:6]=1. The catalyst class is: 10.